Task: Predict the reactants needed to synthesize the given product.. Dataset: Full USPTO retrosynthesis dataset with 1.9M reactions from patents (1976-2016) (1) Given the product [CH3:22][C:21]1[CH:20]=[CH:19][C:15]([C:16]([OH:18])=[O:17])=[CH:14][C:13]=1[N:8]1[CH:7]=[CH:6][C:5]2[C:10](=[CH:11][C:2]([O:1][CH2:33][CH2:34][N:35]3[CH2:40][CH2:39][O:38][CH2:37][CH2:36]3)=[CH:3][CH:4]=2)[C:9]1=[O:12], predict the reactants needed to synthesize it. The reactants are: [OH:1][C:2]1[CH:11]=[C:10]2[C:5]([CH:6]=[CH:7][N:8]([C:13]3[CH:14]=[C:15]([CH:19]=[CH:20][C:21]=3[CH3:22])[C:16]([OH:18])=[O:17])[C:9]2=[O:12])=[CH:4][CH:3]=1.[I-].[Na+].C(=O)([O-])[O-].[K+].[K+].Cl.Cl[CH2:33][CH2:34][N:35]1[CH2:40][CH2:39][O:38][CH2:37][CH2:36]1.[OH-].[Na+]. (2) Given the product [Br:10][C:11]1[CH:18]=[CH:17][C:14](/[CH:15]=[CH:2]/[C:1]([C:4]2[CH:9]=[CH:8][CH:7]=[CH:6][CH:5]=2)=[O:3])=[CH:13][CH:12]=1, predict the reactants needed to synthesize it. The reactants are: [C:1]([C:4]1[CH:9]=[CH:8][CH:7]=[CH:6][CH:5]=1)(=[O:3])[CH3:2].[Br:10][C:11]1[CH:18]=[CH:17][C:14]([CH:15]=O)=[CH:13][CH:12]=1.C(O)C.[OH-].[K+].